Dataset: NCI-60 drug combinations with 297,098 pairs across 59 cell lines. Task: Regression. Given two drug SMILES strings and cell line genomic features, predict the synergy score measuring deviation from expected non-interaction effect. (1) Drug 1: C1=CC=C(C=C1)NC(=O)CCCCCCC(=O)NO. Drug 2: CC1CCC2CC(C(=CC=CC=CC(CC(C(=O)C(C(C(=CC(C(=O)CC(OC(=O)C3CCCCN3C(=O)C(=O)C1(O2)O)C(C)CC4CCC(C(C4)OC)OCCO)C)C)O)OC)C)C)C)OC. Cell line: UACC-257. Synergy scores: CSS=24.1, Synergy_ZIP=-7.64, Synergy_Bliss=-3.86, Synergy_Loewe=-4.05, Synergy_HSA=-2.99. (2) Drug 1: CN1CCC(CC1)COC2=C(C=C3C(=C2)N=CN=C3NC4=C(C=C(C=C4)Br)F)OC. Drug 2: CCC1(C2=C(COC1=O)C(=O)N3CC4=CC5=C(C=CC(=C5CN(C)C)O)N=C4C3=C2)O.Cl. Cell line: HOP-62. Synergy scores: CSS=38.0, Synergy_ZIP=1.39, Synergy_Bliss=3.58, Synergy_Loewe=-24.2, Synergy_HSA=-1.42.